This data is from Reaction yield outcomes from USPTO patents with 853,638 reactions. The task is: Predict the reaction yield, written as a fraction of the theoretical maximum amount of product (1.0 means a 100% yield; for example, 0.34 means a 34% yield). (1) The reactants are P(C(C)(C)C)(C(C)(C)C)C(C)(C)C.Br[C:15]1[CH:16]=[C:17]2[C:22](=[CH:23][CH:24]=1)[N:21]([CH:25]1[CH2:30][CH2:29][N:28]([C:31]([O:33][C:34]([CH3:37])([CH3:36])[CH3:35])=[O:32])[CH2:27][CH2:26]1)[CH2:20][CH2:19][CH2:18]2.[F-].C([N+:43](CCCC)(CCCC)CCCC)CCC. The catalyst is C1COCC1.CO.C(Cl)Cl.C1C=CC(/C=C/C(/C=C/C2C=CC=CC=2)=O)=CC=1.C1C=CC(/C=C/C(/C=C/C2C=CC=CC=2)=O)=CC=1.C1C=CC(/C=C/C(/C=C/C2C=CC=CC=2)=O)=CC=1.[Pd].[Pd]. The product is [NH2:43][C:15]1[CH:16]=[C:17]2[C:22](=[CH:23][CH:24]=1)[N:21]([CH:25]1[CH2:30][CH2:29][N:28]([C:31]([O:33][C:34]([CH3:37])([CH3:36])[CH3:35])=[O:32])[CH2:27][CH2:26]1)[CH2:20][CH2:19][CH2:18]2. The yield is 0.766. (2) The reactants are Cl.[F:2][C:3]1[CH:8]=[CH:7][C:6](/[CH:9]=[CH:10]/[C:11]2[CH:16]=[CH:15][C:14]([S:17]([C:20]3[CH:21]=[C:22]([NH2:26])[CH:23]=[CH:24][CH:25]=3)(=[O:19])=[O:18])=[CH:13][CH:12]=2)=[CH:5][CH:4]=1.[O-:27][C:28]#[N:29].[K+].[C:31]([OH:34])(=[O:33])[CH3:32]. The catalyst is O. The product is [C:31]([O:34][CH2:24][CH3:25])(=[O:33])[CH3:32].[CH3:3][CH2:4][CH2:5][CH:6]([CH3:9])[CH3:7].[F:2][C:3]1[CH:4]=[CH:5][C:6](/[CH:9]=[CH:10]/[C:11]2[CH:12]=[CH:13][C:14]([S:17]([C:20]3[CH:21]=[C:22]([NH:26][C:28]([NH2:29])=[O:27])[CH:23]=[CH:24][CH:25]=3)(=[O:19])=[O:18])=[CH:15][CH:16]=2)=[CH:7][CH:8]=1. The yield is 0.400. (3) The reactants are [H-].[Na+].[Br:3][C:4]1[CH:5]=[C:6]([C:12]2[N:16]=[C:15]([C:17]([O:19][CH2:20][CH3:21])=[O:18])[O:14][N:13]=2)[CH:7]=[C:8]([Br:11])[C:9]=1[OH:10].[CH3:22][O:23][C:24]1[CH:31]=[CH:30][C:27]([CH2:28]Cl)=[CH:26][CH:25]=1.O. The catalyst is CN(C)C=O. The product is [Br:3][C:4]1[CH:5]=[C:6]([C:12]2[N:16]=[C:15]([C:17]([O:19][CH2:20][CH3:21])=[O:18])[O:14][N:13]=2)[CH:7]=[C:8]([Br:11])[C:9]=1[O:10][CH2:28][C:27]1[CH:30]=[CH:31][C:24]([O:23][CH3:22])=[CH:25][CH:26]=1. The yield is 0.650. (4) The reactants are [Br:1][C:2]1[CH:3]=[N:4][NH:5][CH:6]=1.[H-].[Na+].Cl[C:10]1[N:15]=[C:14]([N:16]2[CH2:21][CH2:20][O:19][CH2:18][CH2:17]2)[CH:13]=[CH:12][N:11]=1.O. The catalyst is CN(C=O)C. The product is [Br:1][C:2]1[CH:3]=[N:4][N:5]([C:10]2[N:15]=[C:14]([N:16]3[CH2:21][CH2:20][O:19][CH2:18][CH2:17]3)[CH:13]=[CH:12][N:11]=2)[CH:6]=1. The yield is 0.930. (5) The reactants are [F:1][C:2]1[C:10]([O:11][C:12]2[C:17]3=[C:18]([CH3:25])[C:19](C(O)(C)C)=[CH:20][N:16]3[N:15]=[CH:14][N:13]=2)=[CH:9][CH:8]=[C:7]2[C:3]=1[CH:4]=[C:5]([CH3:26])[NH:6]2.[CH2:27]1[O:29][CH:28]1[CH2:30][OH:31].C(N(CC)CC)C.C([OH:41])C. No catalyst specified. The product is [F:1][C:2]1[C:10]([O:11][C:12]2[C:17]3=[C:18]([CH3:25])[C:19]([O:29][CH2:27][C@@H:28]([OH:41])[CH2:30][OH:31])=[CH:20][N:16]3[N:15]=[CH:14][N:13]=2)=[CH:9][CH:8]=[C:7]2[C:3]=1[CH:4]=[C:5]([CH3:26])[NH:6]2. The yield is 0.480.